This data is from Forward reaction prediction with 1.9M reactions from USPTO patents (1976-2016). The task is: Predict the product of the given reaction. (1) Given the reactants [N:1]1([C:10]([O:12][C:13]([CH3:16])([CH3:15])[CH3:14])=[O:11])[CH2:6][CH2:5][CH2:4][C@@H:3]2[CH2:7][NH:8][CH2:9][C@H:2]12.CCN(C(C)C)C(C)C.[NH2:26][C:27]1[N:32]=[C:31](Cl)[CH:30]=[C:29]([Cl:34])[N:28]=1, predict the reaction product. The product is: [NH2:26][C:27]1[N:32]=[C:31]([N:8]2[CH2:7][C@@H:3]3[C@@H:2]([N:1]([C:10]([O:12][C:13]([CH3:16])([CH3:15])[CH3:14])=[O:11])[CH2:6][CH2:5][CH2:4]3)[CH2:9]2)[CH:30]=[C:29]([Cl:34])[N:28]=1. (2) Given the reactants [O-]CC.[Na+].[CH2:5]([N:12]([CH2:35][C:36]1[CH:41]=[CH:40][CH:39]=[CH:38][CH:37]=1)[C@@H:13]([C@@H:23]([OH:34])[C:24]1[CH:29]=[CH:28][C:27]([C:30]([F:33])([F:32])[F:31])=[CH:26][CH:25]=1)[CH2:14][CH2:15]/[CH:16]=[CH:17]/[C:18]([O:20][CH2:21][CH3:22])=[O:19])[C:6]1[CH:11]=[CH:10][CH:9]=[CH:8][CH:7]=1.OS(O)(=O)=O.C([O-])(O)=O.[Na+], predict the reaction product. The product is: [CH2:5]([N:12]([CH2:35][C:36]1[CH:41]=[CH:40][CH:39]=[CH:38][CH:37]=1)[C@H:13]1[C@H:23]([C:24]2[CH:25]=[CH:26][C:27]([C:30]([F:31])([F:33])[F:32])=[CH:28][CH:29]=2)[O:34][C@H:16]([CH2:17][C:18]([O:20][CH2:21][CH3:22])=[O:19])[CH2:15][CH2:14]1)[C:6]1[CH:11]=[CH:10][CH:9]=[CH:8][CH:7]=1.